From a dataset of Forward reaction prediction with 1.9M reactions from USPTO patents (1976-2016). Predict the product of the given reaction. (1) Given the reactants [CH3:1][N:2]1[CH:6]=[CH:5][C:4]([C:7]([O:9][CH3:10])=[O:8])=[CH:3]1.C1C(=O)N([Br:18])C(=O)C1, predict the reaction product. The product is: [Br:18][C:6]1[N:2]([CH3:1])[CH:3]=[C:4]([C:7]([O:9][CH3:10])=[O:8])[CH:5]=1. (2) Given the reactants CN(C)[CH:3]=[O:4].P(Br)(Br)[Br:7].[CH3:10][C:11]1([CH3:18])[CH2:16][CH2:15][CH2:14][C:13](=O)[CH2:12]1.C(=O)(O)[O-].[Na+], predict the reaction product. The product is: [Br:7][C:13]1[CH2:12][C:11]([CH3:18])([CH3:10])[CH2:16][CH2:15][C:14]=1[CH2:3][OH:4]. (3) Given the reactants Br[C:2]1[CH:3]=[CH:4][C:5]2[C:6]3[N:14]([CH2:15][CH2:16][CH2:17][O:18][CH:19]([CH3:21])[CH3:20])[C:13]([CH2:22][O:23][CH2:24][CH3:25])=[N:12][C:7]=3[CH:8]=[N:9][C:10]=2[CH:11]=1.[CH:26]([S:28]([C:31]1[CH:36]=[CH:35][CH:34]=[CH:33][CH:32]=1)(=[O:30])=[O:29])=[CH2:27].C(N(CC)CC)C, predict the reaction product. The product is: [C:31]1([S:28]([CH:26]=[CH:27][C:2]2[CH:3]=[CH:4][C:5]3[C:6]4[N:14]([CH2:15][CH2:16][CH2:17][O:18][CH:19]([CH3:21])[CH3:20])[C:13]([CH2:22][O:23][CH2:24][CH3:25])=[N:12][C:7]=4[CH:8]=[N:9][C:10]=3[CH:11]=2)(=[O:30])=[O:29])[CH:36]=[CH:35][CH:34]=[CH:33][CH:32]=1. (4) Given the reactants Cl.Cl.[NH2:3][CH:4]([C:15]1[CH:20]=[CH:19][C:18]([F:21])=[C:17]([O:22][C:23]2[CH:28]=[CH:27][CH:26]=[CH:25][CH:24]=2)[C:16]=1[F:29])[CH2:5][C:6](NC1C=CN=CC=1)=[O:7].[H-].[Al+3].[Li+].[H-].[H-].[H-].O.[OH-].[Na+], predict the reaction product. The product is: [NH2:3][CH:4]([C:15]1[CH:20]=[CH:19][C:18]([F:21])=[C:17]([O:22][C:23]2[CH:24]=[CH:25][CH:26]=[CH:27][CH:28]=2)[C:16]=1[F:29])[CH2:5][CH2:6][OH:7]. (5) The product is: [C:1]([N:9]1[C:14](=[O:15])[C:13]([I:16])=[CH:12][N:11]([CH2:25][CH2:26][CH:27]([O:30][CH3:31])[O:28][CH3:29])[C:10]1=[O:17])(=[O:8])[C:2]1[CH:7]=[CH:6][CH:5]=[CH:4][CH:3]=1. Given the reactants [C:1]([N:9]1[C:14](=[O:15])[C:13]([I:16])=[CH:12][NH:11][C:10]1=[O:17])(=[O:8])[C:2]1[CH:7]=[CH:6][CH:5]=[CH:4][CH:3]=1.C([O-])([O-])=O.[K+].[K+].Br[CH2:25][CH2:26][CH:27]([O:30][CH3:31])[O:28][CH3:29].O, predict the reaction product. (6) Given the reactants C(=C1C2C(C)(C)C(C)(CC2)C1=O)C1C=CC=CC=1.C(C1C=CC=CC=1)(=O)C1C=CC=CC=1.C1(C2NC3C=CC=CC=3N=2)C=CC=CC=1.[CH:48](=[C:71]1[CH:76]2[C:77]([CH3:79])([CH3:78])[C:73]([CH2:80][S:81]([OH:84])(=[O:83])=[O:82])([CH2:74][CH2:75]2)[C:72]1=[O:85])[C:49]1[CH:54]=[CH:53][C:52]([CH:55]=[C:56]2[CH:61]3[C:62]([CH3:64])([CH3:63])[C:58]([CH2:65][S:66]([OH:69])(=[O:68])=[O:67])([CH2:59][CH2:60]3)[C:57]2=[O:70])=[CH:51][CH:50]=1, predict the reaction product. The product is: [CH3:63][C:62]1([CH3:64])[CH:61]2[CH2:60][CH2:59][C:58]1([CH2:65][S:66]([OH:69])(=[O:68])=[O:67])[C:57](/[C:56]/2=[CH:55]/[C:52]1[CH:51]=[CH:50][C:49](/[CH:48]=[C:71]2/[C:72]([C:73]3([CH2:80][S:81]([OH:84])(=[O:83])=[O:82])[CH2:74][CH2:75][CH:76]/2[C:77]3([CH3:78])[CH3:79])=[O:85])=[CH:54][CH:53]=1)=[O:70]. (7) Given the reactants [NH:1]1[C:5](/[CH:6]=[CH:7]/[C:8]([NH:10][C:11]2[C:19]3[N:18]=[C:17]([C:20]4[S:21][CH:22]=[CH:23][CH:24]=4)[NH:16][C:15]=3[C:14]([O:25]C)=[CH:13][CH:12]=2)=[O:9])=[CH:4][N:3]=[CH:2]1.[H][H], predict the reaction product. The product is: [OH:25][C:14]1[C:15]2[NH:16][C:17]([C:20]3[S:21][CH:22]=[CH:23][CH:24]=3)=[N:18][C:19]=2[C:11]([NH:10][C:8](=[O:9])[CH2:7][CH2:6][C:5]2[NH:1][CH:2]=[N:3][CH:4]=2)=[CH:12][CH:13]=1.